From a dataset of Forward reaction prediction with 1.9M reactions from USPTO patents (1976-2016). Predict the product of the given reaction. Given the reactants [C:1]([O:5][C:6](=[O:40])[N:7]([C@H:9]([C:11](=[O:39])[NH:12][C@@H:13]1[C:19](=[O:20])[N:18]([CH2:21][C:22]2[C:31]3[C:26](=[CH:27][C:28]([Br:32])=[CH:29][CH:30]=3)[CH:25]=[CH:24][C:23]=2[O:33][CH3:34])[C:17]2[CH:35]=[CH:36][CH:37]=[CH:38][C:16]=2[NH:15][CH2:14]1)[CH3:10])[CH3:8])([CH3:4])([CH3:3])[CH3:2].N1C=CC=CC=1.[C:47]12([C:57](Cl)=[O:58])[CH2:56][CH:51]3[CH2:52][CH:53]([CH2:55][CH:49]([CH2:50]3)[CH2:48]1)[CH2:54]2, predict the reaction product. The product is: [C:1]([O:5][C:6](=[O:40])[N:7]([C@H:9]([C:11](=[O:39])[NH:12][C@@H:13]1[C:19](=[O:20])[N:18]([CH2:21][C:22]2[C:31]3[C:26](=[CH:27][C:28]([Br:32])=[CH:29][CH:30]=3)[CH:25]=[CH:24][C:23]=2[O:33][CH3:34])[C:17]2[CH:35]=[CH:36][CH:37]=[CH:38][C:16]=2[N:15]([C:57]([C:47]23[CH2:56][CH:51]4[CH2:50][CH:49]([CH2:55][CH:53]([CH2:52]4)[CH2:54]2)[CH2:48]3)=[O:58])[CH2:14]1)[CH3:10])[CH3:8])([CH3:2])([CH3:3])[CH3:4].